Dataset: Forward reaction prediction with 1.9M reactions from USPTO patents (1976-2016). Task: Predict the product of the given reaction. (1) Given the reactants C[O:2][C:3]([C:5]1([CH2:11][NH:12][C:13]([O:15][C:16]([CH3:19])([CH3:18])[CH3:17])=[O:14])[CH2:7][CH:6]1[CH:8]([CH3:10])[CH3:9])=[O:4].[OH-].[Li+], predict the reaction product. The product is: [C:16]([O:15][C:13]([NH:12][CH2:11][C:5]1([C:3]([OH:4])=[O:2])[CH2:7][CH:6]1[CH:8]([CH3:9])[CH3:10])=[O:14])([CH3:17])([CH3:19])[CH3:18]. (2) Given the reactants C(O)(C(F)(F)F)=O.[NH2:8][C:9](=[O:49])[CH2:10][C:11]1[CH:48]=[CH:47][CH:46]=[CH:45][C:12]=1[CH2:13][CH2:14][C:15]1[C:20]([C:21]([F:24])([F:23])[F:22])=[CH:19][N:18]=[C:17]([NH:25][C:26]2[CH:27]=[CH:28][C:29]([CH:32]3[CH2:37][CH2:36][N:35](C(OC(C)(C)C)=O)[CH2:34][CH2:33]3)=[N:30][CH:31]=2)[N:16]=1, predict the reaction product. The product is: [NH:35]1[CH2:36][CH2:37][CH:32]([C:29]2[N:30]=[CH:31][C:26]([NH:25][C:17]3[N:16]=[C:15]([CH2:14][CH2:13][C:12]4[CH:45]=[CH:46][CH:47]=[CH:48][C:11]=4[CH2:10][C:9]([NH2:8])=[O:49])[C:20]([C:21]([F:23])([F:22])[F:24])=[CH:19][N:18]=3)=[CH:27][CH:28]=2)[CH2:33][CH2:34]1.